This data is from Forward reaction prediction with 1.9M reactions from USPTO patents (1976-2016). The task is: Predict the product of the given reaction. (1) Given the reactants [C:1]1([CH3:22])[CH:6]=[CH:5][C:4]([C:7]2[S:11][C:10]([C:12]3C=CC=CC=3C(OC)=O)=[CH:9][CH:8]=2)=[CH:3][CH:2]=1.[H-].[H-].[H-].[H-].[Li+].[Al+3].[OH2:29].[OH-].[Na+], predict the reaction product. The product is: [C:1]1([CH3:22])[CH:6]=[CH:5][C:4]([C:7]2[S:11][C:10]([CH2:12][OH:29])=[CH:9][CH:8]=2)=[CH:3][CH:2]=1. (2) Given the reactants [CH3:1][C:2](=[CH2:6])[CH2:3][CH2:4]Br.BrCCBr.[Mg].CC(=C)CC[Mg]Br.[C:19]([O:23][CH2:24][CH2:25][C:26]([CH2:28]Br)=[CH2:27])(=[O:22])[CH2:20][CH3:21].[Cl-].[NH4+], predict the reaction product. The product is: [C:19]([O:23][CH2:24][CH2:25][C:26](=[CH2:27])[CH2:28][CH2:4][CH2:3][C:2]([CH3:6])=[CH2:1])(=[O:22])[CH2:20][CH3:21].